Dataset: Forward reaction prediction with 1.9M reactions from USPTO patents (1976-2016). Task: Predict the product of the given reaction. (1) The product is: [C:9]([N:8]([C:5]1[CH:4]=[CH:3][C:2]([Cl:1])=[CH:7][CH:6]=1)[C@H:12]1[C:21]2[C:16](=[CH:17][CH:18]=[CH:19][CH:20]=2)[N:15]([C:22]([C:24]2[O:42][N:64]=[C:66]([O:67][CH2:45][CH2:46][C:47]([CH3:54])([CH3:53])[C:48]([O:50][CH2:51][CH3:52])=[O:49])[CH:25]=2)=[O:23])[C@@H:14]([CH3:32])[CH2:13]1)(=[O:11])[CH3:10].[Cl:43][C:41]([C:39]1[O:56][N:64]=[C:66]([O:67][CH2:45][CH2:46][C:47]([CH3:54])([CH3:53])[C:48]([O:50][CH2:51][CH3:52])=[O:49])[CH:38]=1)=[O:42].[CH2:51]([O:50][C:48](=[O:49])[C:47]([CH3:54])([CH3:53])[CH2:46][CH2:45][O:67][C:66]1[CH:10]=[C:9]([C:55]([O:57][CH3:33])=[O:58])[O:11][N:64]=1)[CH3:52]. Given the reactants [Cl:1][C:2]1[CH:7]=[CH:6][C:5]([N:8]([C@H:12]2[C:21]3[C:16](=[CH:17][CH:18]=[CH:19][CH:20]=3)[N:15]([C:22]([C:24]3[CH:25]=NN(C(C)C)C=3)=[O:23])[C@@H:14]([CH3:32])[CH2:13]2)[C:9](=[O:11])[CH3:10])=[CH:4][CH:3]=1.[CH:33](N1C=[C:39]([C:41]([Cl:43])=[O:42])[CH:38]=N1)(C)C.Br[CH2:45][CH2:46][C:47]([CH3:54])([CH3:53])[C:48]([O:50][CH2:51][CH3:52])=[O:49].[C:55](=[O:58])([O-:57])[O-:56].[K+].[K+].[I-].[K+].C[N:64]([CH:66]=[O:67])C, predict the reaction product. (2) Given the reactants [F:1][C:2]([CH3:9])([CH3:8])[C:3](=[O:7])[CH2:4][C:5]#[N:6].[CH3:10][Si](C=[N+]=[N-])(C)C, predict the reaction product. The product is: [F:1][C:2]([CH3:9])([CH3:8])[C:3]([O:7][CH3:10])=[CH:4][C:5]#[N:6]. (3) Given the reactants [OH:1][CH2:2][C@@H:3]([C:6]1[C:7]([CH3:16])=[C:8]2[C:12](=[CH:13][CH:14]=1)[C:11](=[O:15])[O:10][CH2:9]2)[O:4][CH3:5].CC(OI1(OC(C)=O)(OC(C)=O)OC(=O)C2C=CC=CC1=2)=O.O, predict the reaction product. The product is: [CH3:5][O:4][C@H:3]([C:6]1[C:7]([CH3:16])=[C:8]2[C:12](=[CH:13][CH:14]=1)[C:11](=[O:15])[O:10][CH2:9]2)[CH:2]=[O:1]. (4) Given the reactants O[C:2]1[CH:7]=CN=C[CH:3]=1.C1(P(C2C=CC=CC=2)C2C=CC=CC=2)C=CC=CC=1.N(C(OC(C)C)=O)=NC(OC(C)C)=O.[CH3:41][O:42][CH:43]([CH2:46][CH2:47][CH2:48][CH2:49][CH2:50][CH2:51][CH2:52][CH2:53][CH2:54][CH2:55][CH2:56][CH2:57][CH2:58]CCC)[CH2:44][OH:45], predict the reaction product. The product is: [CH3:41][O:42][CH:43]([CH:46]([CH2:47][CH2:48][CH2:49][CH2:50][CH2:51][CH2:52][CH2:53][CH2:54][CH2:55][CH2:56][CH2:57][CH3:58])[CH2:3][CH2:2][CH3:7])[CH2:44][OH:45]. (5) Given the reactants Cl[C:2]1[N:11]=[C:10]([O:12][CH2:13][C@H:14]2[O:19][CH2:18][CH2:17][N:16]([C:20]([O:22][C:23]([CH3:26])([CH3:25])[CH3:24])=[O:21])[CH2:15]2)[C:9]2[C:4](=[N:5][CH:6]=[CH:7][N:8]=2)[CH:3]=1.C([O-])([O-])=O.[Cs+].[Cs+].[CH3:33][O:34][C:35]1[CH:36]=[C:37](B(O)O)[CH:38]=[CH:39][C:40]=1[O:41][CH3:42], predict the reaction product. The product is: [CH3:33][O:34][C:35]1[CH:36]=[C:37]([C:2]2[N:11]=[C:10]([O:12][CH2:13][C@H:14]3[O:19][CH2:18][CH2:17][N:16]([C:20]([O:22][C:23]([CH3:26])([CH3:25])[CH3:24])=[O:21])[CH2:15]3)[C:9]3[C:4](=[N:5][CH:6]=[CH:7][N:8]=3)[CH:3]=2)[CH:38]=[CH:39][C:40]=1[O:41][CH3:42].